Dataset: Peptide-MHC class II binding affinity with 134,281 pairs from IEDB. Task: Regression. Given a peptide amino acid sequence and an MHC pseudo amino acid sequence, predict their binding affinity value. This is MHC class II binding data. (1) The peptide sequence is AFAATHNPWASQEG. The MHC is DRB1_1101 with pseudo-sequence DRB1_1101. The binding affinity (normalized) is 0.181. (2) The peptide sequence is GNEPMYAQVRKPKSR. The MHC is DRB3_0202 with pseudo-sequence DRB3_0202. The binding affinity (normalized) is 0.0743. (3) The peptide sequence is RMFLAMITYITRNQP. The MHC is DRB1_0101 with pseudo-sequence DRB1_0101. The binding affinity (normalized) is 0.825. (4) The peptide sequence is GKTFSVGTGNCTTNI. The MHC is HLA-DQA10501-DQB10402 with pseudo-sequence HLA-DQA10501-DQB10402. The binding affinity (normalized) is 0.265. (5) The peptide sequence is LQGPFNFRFLTEKGM. The MHC is DRB1_1302 with pseudo-sequence DRB1_1302. The binding affinity (normalized) is 0.137. (6) The peptide sequence is DTPYLDITYHFVMQRLPL. The MHC is DRB1_0701 with pseudo-sequence DRB1_0701. The binding affinity (normalized) is 0.624.